Dataset: Catalyst prediction with 721,799 reactions and 888 catalyst types from USPTO. Task: Predict which catalyst facilitates the given reaction. Reactant: [F:1][C:2]1[CH:3]=[C:4]([CH:6]=[CH:7][CH:8]=1)[NH2:5].N1C=CC=CC=1.Cl[CH2:16][CH2:17][C:18](Cl)=[O:19]. Product: [F:1][C:2]1[CH:3]=[C:4]2[C:6]([CH2:16][CH2:17][C:18](=[O:19])[NH:5]2)=[CH:7][CH:8]=1. The catalyst class is: 95.